This data is from Reaction yield outcomes from USPTO patents with 853,638 reactions. The task is: Predict the reaction yield, written as a fraction of the theoretical maximum amount of product (1.0 means a 100% yield; for example, 0.34 means a 34% yield). The reactants are [NH2:1][C:2]1[CH:7]=[C:6]([Cl:8])[CH:5]=[CH:4][C:3]=1[C:9](=[O:28])[CH2:10][CH2:11][C:12]1[CH:17]=[CH:16][C:15]([S:18]([N:21]2[CH2:26][CH2:25][N:24]([CH3:27])[CH2:23][CH2:22]2)(=[O:20])=[O:19])=[CH:14][CH:13]=1.C([O-])([O-])=O.[K+].[K+].I[C:36]1[CH:41]=[CH:40][CH:39]=[CH:38][CH:37]=1. The catalyst is C(OCCCC)CCC.[Cu]. The product is [Cl:8][C:6]1[CH:5]=[CH:4][C:3]([C:9](=[O:28])[CH2:10][CH2:11][C:12]2[CH:13]=[CH:14][C:15]([S:18]([N:21]3[CH2:26][CH2:25][N:24]([CH3:27])[CH2:23][CH2:22]3)(=[O:20])=[O:19])=[CH:16][CH:17]=2)=[C:2]([NH:1][C:36]2[CH:41]=[CH:40][CH:39]=[CH:38][CH:37]=2)[CH:7]=1. The yield is 0.680.